From a dataset of Full USPTO retrosynthesis dataset with 1.9M reactions from patents (1976-2016). Predict the reactants needed to synthesize the given product. (1) Given the product [CH:1]1[C:9]2[C:8]3[CH:10]=[CH:11][CH:12]=[CH:13][C:7]=3[Se:6][C:5]=2[C:4]([B:21]([OH:22])[OH:20])=[CH:3][CH:2]=1, predict the reactants needed to synthesize it. The reactants are: [CH:1]1[C:9]2[C:8]3[CH:10]=[CH:11][CH:12]=[CH:13][C:7]=3[Se:6][C:5]=2[CH:4]=[CH:3][CH:2]=1.[Li]CCCC.C[O:20][B:21](OC)[O:22]C.Cl. (2) Given the product [Cl:1][C:2]1[CH:18]=[CH:17][C:5]2[CH2:6][CH2:7][N:8]([C:11](=[O:16])[C:12]([F:13])([F:15])[F:14])[CH2:9][CH2:10][C:4]=2[C:3]=1[NH:31][CH2:30][C:29]1[CH:32]=[CH:33][CH:34]=[CH:35][C:28]=1[F:27], predict the reactants needed to synthesize it. The reactants are: [Cl:1][C:2]1[CH:18]=[CH:17][C:5]2[CH2:6][CH2:7][N:8]([C:11](=[O:16])[C:12]([F:15])([F:14])[F:13])[CH2:9][CH2:10][C:4]=2[C:3]=1OS(C(F)(F)F)(=O)=O.[F:27][C:28]1[CH:35]=[CH:34][CH:33]=[CH:32][C:29]=1[CH2:30][NH2:31]. (3) Given the product [Br:1][C:2]1[C:3]2[C:13]([CH3:14])=[CH:12][CH:11]=[CH:10][C:4]=2[S:5][C:6]=1[CH2:7][OH:8], predict the reactants needed to synthesize it. The reactants are: [Br:1][C:2]1[C:3]2[C:13]([CH3:14])=[CH:12][CH:11]=[CH:10][C:4]=2[S:5][C:6]=1[C:7](O)=[O:8].[BH4-].[BH4-].[BH4-].[BH4-].[Na+].[Na+].[Na+].[Na+].O.